Dataset: Reaction yield outcomes from USPTO patents with 853,638 reactions. Task: Predict the reaction yield, written as a fraction of the theoretical maximum amount of product (1.0 means a 100% yield; for example, 0.34 means a 34% yield). (1) The reactants are [C:1]([O:5][C:6](=[O:18])[NH:7][C:8]1([C:16]#[CH:17])[CH2:13][O:12][C:11]([CH3:15])([CH3:14])[O:10][CH2:9]1)([CH3:4])([CH3:3])[CH3:2].C#CCCCCCC.[F:27][C:28]([F:51])([F:50])[C:29]([C:31]1[C:39]2[C:34](=[CH:35][CH:36]=[CH:37][CH:38]=2)[N:33]([CH2:40][C:41]#[C:42][C:43]2[CH:48]=[CH:47][C:46](I)=[CH:45][CH:44]=2)[CH:32]=1)=[O:30].IC1C=C2C(=CC=1)CN(C(C1C=CC=CC=1)(C1C=CC=CC=1)C1C=CC=CC=1)C2. No catalyst specified. The product is [C:1]([O:5][C:6](=[O:18])[NH:7][C:8]1([C:16]#[C:17][C:46]2[CH:47]=[CH:48][C:43]([C:42]#[C:41][CH2:40][N:33]3[C:34]4[C:39](=[CH:38][CH:37]=[CH:36][CH:35]=4)[C:31]([C:29](=[O:30])[C:28]([F:27])([F:51])[F:50])=[CH:32]3)=[CH:44][CH:45]=2)[CH2:13][O:12][C:11]([CH3:15])([CH3:14])[O:10][CH2:9]1)([CH3:4])([CH3:3])[CH3:2]. The yield is 0.900. (2) The reactants are [CH:1]1([C:6](Cl)=[O:7])[CH2:5][CH2:4][CH2:3][CH2:2]1.[NH2:9][C:10]1([C:16](O)=[O:17])[CH2:15][CH2:14][CH2:13][CH2:12][CH2:11]1.C(=O)([O-])[O-].[Na+].[Na+].Cl.C(N=C=NCCCN(C)C)C. The catalyst is C(OCC)(=O)C.O. The product is [CH:1]1([C:6]2[O:7][C:16](=[O:17])[C:10]3([CH2:15][CH2:14][CH2:13][CH2:12][CH2:11]3)[N:9]=2)[CH2:5][CH2:4][CH2:3][CH2:2]1. The yield is 0.420. (3) The reactants are C(N(CC)CC)C.[Br:8][C:9]1[C:10]([F:19])=[C:11]2[C:17]([NH2:18])=[CH:16][NH:15][C:12]2=[N:13][CH:14]=1.C[C:21]1([C:24]([OH:26])=O)[CH2:23][CH2:22]1.[O:27]=[C:28]1N(P(Cl)(N2CCOC2=O)=O)CCO1. The catalyst is ClCCl. The product is [Br:8][C:9]1[C:10]([F:19])=[C:11]2[C:17]([NH:18][C:24]([C:21]3([O:27][CH3:28])[CH2:23][CH2:22]3)=[O:26])=[CH:16][NH:15][C:12]2=[N:13][CH:14]=1. The yield is 0.600. (4) The reactants are [Cl:1][C:2]1[CH:3]=[C:4]([C:8]2[CH:9]=[C:10]3[C:15](=[O:16])[NH:14][CH2:13][CH:12]([CH2:17][C:18]([O:20][CH2:21][CH3:22])=[O:19])[N:11]3[CH:23]=2)[CH:5]=[CH:6][CH:7]=1.[I:24]I. The catalyst is C(Cl)Cl. The product is [Cl:1][C:2]1[CH:3]=[C:4]([C:8]2[CH:9]=[C:10]3[C:15](=[O:16])[NH:14][CH2:13][CH:12]([CH2:17][C:18]([O:20][CH2:21][CH3:22])=[O:19])[N:11]3[C:23]=2[I:24])[CH:5]=[CH:6][CH:7]=1. The yield is 0.590. (5) The reactants are [NH2:1][C:2]1[CH:7]=[CH:6][C:5]([C:8]2[CH:13]=[CH:12][C:11]([C:14](=[O:23])[CH2:15][C:16]([CH3:22])([CH3:21])[C:17]([O:19]C)=[O:18])=[CH:10][CH:9]=2)=[CH:4][CH:3]=1.[CH3:24][C:25]1[C:30]2[N:31]=[C:32](S(C)(=O)=O)[O:33][C:29]=2[CH:28]=[CH:27][CH:26]=1.[OH-].[Na+].Cl. The catalyst is ClC(Cl)C.CO. The product is [CH3:21][C:16]([CH3:22])([CH2:15][C:14]([C:11]1[CH:12]=[CH:13][C:8]([C:5]2[CH:4]=[CH:3][C:2]([NH:1][C:32]3[O:33][C:29]4[CH:28]=[CH:27][CH:26]=[C:25]([CH3:24])[C:30]=4[N:31]=3)=[CH:7][CH:6]=2)=[CH:9][CH:10]=1)=[O:23])[C:17]([OH:19])=[O:18]. The yield is 0.321.